From a dataset of Forward reaction prediction with 1.9M reactions from USPTO patents (1976-2016). Predict the product of the given reaction. (1) Given the reactants C([C:5]1([NH:31]C(=O)[O-])[CH:10]=[CH:9][C:8]([CH2:11][N:12]2[C:17]([CH3:18])=[CH:16][C:15]([O:19][CH2:20][C:21]3[CH:26]=[CH:25][C:24]([F:27])=[CH:23][C:22]=3[F:28])=[C:14]([Br:29])[C:13]2=[O:30])=[CH:7][CH2:6]1)(C)(C)C.O1CCOCC1, predict the reaction product. The product is: [NH2:31][C:5]1[CH:6]=[CH:7][C:8]([CH2:11][N:12]2[C:17]([CH3:18])=[CH:16][C:15]([O:19][CH2:20][C:21]3[CH:26]=[CH:25][C:24]([F:27])=[CH:23][C:22]=3[F:28])=[C:14]([Br:29])[C:13]2=[O:30])=[CH:9][CH:10]=1. (2) Given the reactants [CH3:1][O:2][C:3](=[O:14])[CH2:4][C:5]1[CH:10]=[CH:9][CH:8]=[CH:7][C:6]=1[N+:11]([O-:13])=[O:12].IC.[CH3:17]S(C)=O.C(=O)([O-])[O-].[Cs+].[Cs+], predict the reaction product. The product is: [CH3:1][O:2][C:3](=[O:14])[CH:4]([C:5]1[CH:10]=[CH:9][CH:8]=[CH:7][C:6]=1[N+:11]([O-:13])=[O:12])[CH3:17]. (3) Given the reactants [CH2:1]([C:3]1[S:7][C:6]([CH:8]=[O:9])=[CH:5][CH:4]=1)[CH3:2].[N+:10]([CH:12](S(C1C=CC(C)=CC=1)(=O)=O)[CH3:13])#[C-:11].C([O-])([O-])=O.[K+].[K+].O, predict the reaction product. The product is: [CH2:1]([C:3]1[S:7][C:6]([C:8]2[O:9][CH:11]=[N:10][C:12]=2[CH3:13])=[CH:5][CH:4]=1)[CH3:2].